From a dataset of Catalyst prediction with 721,799 reactions and 888 catalyst types from USPTO. Predict which catalyst facilitates the given reaction. (1) Reactant: N#N.[C:3]1([C:9]2[O:13][CH:12]=[N:11][C:10]=2[C:14]([OH:16])=O)[CH:8]=[CH:7][CH:6]=[CH:5][CH:4]=1.C1C=CC2N(O)N=NC=2C=1.CCN=C=NCCCN(C)C.Cl.CCN(C(C)C)C(C)C.Cl.[NH2:49][C:50]1[N:51]=[C:52]([CH2:55][C:56]2[O:60][C:59]([C:61](=[O:63])[CH3:62])=[CH:58][CH:57]=2)[S:53][CH:54]=1. The catalyst class is: 64. Product: [C:61]([C:59]1[O:60][C:56]([CH2:55][C:52]2[S:53][CH:54]=[C:50]([NH:49][C:14]([C:10]3[N:11]=[CH:12][O:13][C:9]=3[C:3]3[CH:4]=[CH:5][CH:6]=[CH:7][CH:8]=3)=[O:16])[N:51]=2)=[CH:57][CH:58]=1)(=[O:63])[CH3:62]. (2) Reactant: [NH2-].[Na+].[Cl:3][C:4]1[CH:5]=[C:6]([CH2:10][C:11]#[N:12])[CH:7]=[CH:8][CH:9]=1.[CH3:13]I. Product: [Cl:3][C:4]1[CH:5]=[C:6]([CH:10]([CH3:13])[C:11]#[N:12])[CH:7]=[CH:8][CH:9]=1. The catalyst class is: 1. (3) Reactant: [C:1]([N:8]1[CH2:13][CH2:12][CH:11]([CH2:14][CH2:15][OH:16])[CH2:10][CH2:9]1)([O:3][C:4]([CH3:7])([CH3:6])[CH3:5])=[O:2].O[C:18]1[CH:28]=[CH:27][C:21]([C:22]([O:24][CH2:25][CH3:26])=[O:23])=[CH:20][CH:19]=1.C(P(CCCC)CCCC)CCC.C1CCN(C(N=NC(N2CCCCC2)=O)=O)CC1. Product: [CH2:25]([O:24][C:22](=[O:23])[C:21]1[CH:27]=[CH:28][C:18]([O:16][CH2:15][CH2:14][CH:11]2[CH2:12][CH2:13][N:8]([C:1]([O:3][C:4]([CH3:7])([CH3:6])[CH3:5])=[O:2])[CH2:9][CH2:10]2)=[CH:19][CH:20]=1)[CH3:26]. The catalyst class is: 1. (4) Reactant: Cl.[C:2]1([CH:8]2[CH2:13][CH2:12][NH:11][CH2:10][CH2:9]2)[CH:7]=[CH:6][CH:5]=[CH:4][CH:3]=1.[OH-:14].[Na+].C(O[CH2:20][CH3:21])(=O)C. Product: [C:2]1([CH:8]2[CH2:9][CH2:10][N:11]([C:12]([N:11]3[C:20]4[C:21](=[CH:7][CH:2]=[CH:3][CH:4]=4)[CH2:8][CH2:9][CH2:10]3)=[O:14])[CH2:12][CH2:13]2)[CH:7]=[CH:6][CH:5]=[CH:4][CH:3]=1. The catalyst class is: 16. (5) Reactant: [Li+].C[Si]([N-][Si](C)(C)C)(C)C.[F:11][C:12]1[CH:13]=[CH:14][C:15]([NH2:18])=[N:16][CH:17]=1.F[C:20]1[CH:25]=[C:24]([F:26])[CH:23]=[CH:22][C:21]=1[N+:27]([O-:29])=[O:28].[NH4+].[Cl-]. Product: [F:26][C:24]1[CH:23]=[CH:22][C:21]([N+:27]([O-:29])=[O:28])=[C:20]([NH:18][C:15]2[CH:14]=[CH:13][C:12]([F:11])=[CH:17][N:16]=2)[CH:25]=1. The catalyst class is: 1. (6) Reactant: [NH2:1][C:2]1[CH:3]=[C:4]([C:8]2[CH:12]=[C:11]([C:13]3[C:18]([Cl:19])=[CH:17][CH:16]=[CH:15][C:14]=3[Cl:20])[O:10][N:9]=2)[CH:5]=[CH:6][CH:7]=1.C(N(CC)CC)C.[Cl:28][CH:29]([Cl:33])[C:30](Cl)=[O:31]. Product: [Cl:28][CH:29]([Cl:33])[C:30]([NH:1][C:2]1[CH:7]=[CH:6][CH:5]=[C:4]([C:8]2[CH:12]=[C:11]([C:13]3[C:14]([Cl:20])=[CH:15][CH:16]=[CH:17][C:18]=3[Cl:19])[O:10][N:9]=2)[CH:3]=1)=[O:31]. The catalyst class is: 7. (7) Reactant: [OH:1][C:2]([CH3:35])([CH3:34])[CH2:3][C@@:4]1([C:28]2[CH:33]=[CH:32][CH:31]=[CH:30][CH:29]=2)[O:9][C:8](=[O:10])[N:7]([C@H:11]([C:13]2[CH:18]=[CH:17][C:16](B3OC(C)(C)C(C)(C)O3)=[CH:15][CH:14]=2)[CH3:12])[CH2:6][CH2:5]1.Br[C:37]1[CH:38]=[CH:39][C:40](=[O:46])[N:41]([CH:43]([CH3:45])[CH3:44])[CH:42]=1. Product: [OH:1][C:2]([CH3:35])([CH3:34])[CH2:3][C@@:4]1([C:28]2[CH:33]=[CH:32][CH:31]=[CH:30][CH:29]=2)[O:9][C:8](=[O:10])[N:7]([C@H:11]([C:13]2[CH:14]=[CH:15][C:16]([C:37]3[CH:38]=[CH:39][C:40](=[O:46])[N:41]([CH:43]([CH3:45])[CH3:44])[CH:42]=3)=[CH:17][CH:18]=2)[CH3:12])[CH2:6][CH2:5]1. The catalyst class is: 12. (8) Reactant: [C:1]1([CH2:7][C:8](Cl)=[O:9])[CH:6]=[CH:5][CH:4]=[CH:3][CH:2]=1.[NH2:11][C:12]1[CH:17]=[CH:16][C:15]([CH2:18][C:19]([N:21]2[CH2:30][CH2:29][C:28]3[C:23](=[C:24]([N:33]4[CH2:38][CH2:37][N:36]([CH3:39])[CH2:35][CH2:34]4)[CH:25]=[CH:26][C:27]=3[O:31][CH3:32])[CH2:22]2)=[O:20])=[CH:14][CH:13]=1.C(N(CC)CC)C.CO. Product: [CH3:32][O:31][C:27]1[CH:26]=[CH:25][C:24]([N:33]2[CH2:38][CH2:37][N:36]([CH3:39])[CH2:35][CH2:34]2)=[C:23]2[C:28]=1[CH2:29][CH2:30][N:21]([C:19](=[O:20])[CH2:18][C:15]1[CH:14]=[CH:13][C:12]([NH:11][C:8](=[O:9])[CH2:7][C:1]3[CH:6]=[CH:5][CH:4]=[CH:3][CH:2]=3)=[CH:17][CH:16]=1)[CH2:22]2. The catalyst class is: 4. (9) Reactant: [NH:1]1[CH2:4][CH:3]([C:5]([OH:7])=[O:6])[CH2:2]1.[OH-].[Na+].[C:10](O[C:10]([O:12][C:13]([CH3:16])([CH3:15])[CH3:14])=[O:11])([O:12][C:13]([CH3:16])([CH3:15])[CH3:14])=[O:11]. Product: [C:13]([O:12][C:10]([N:1]1[CH2:4][CH:3]([C:5]([OH:7])=[O:6])[CH2:2]1)=[O:11])([CH3:16])([CH3:15])[CH3:14]. The catalyst class is: 30. (10) Reactant: C(N(CC)CC)C.[CH2:8]([N:10]([CH2:17][CH3:18])[CH2:11][CH2:12][O:13][CH2:14][CH2:15][OH:16])[CH3:9].[C:19](O)(=[O:41])[CH2:20][CH2:21][CH2:22][CH2:23][CH2:24][CH2:25][CH2:26][CH2:27][CH2:28][CH2:29][CH2:30][CH2:31][CH2:32][CH2:33][CH2:34][CH2:35][CH2:36][CH2:37][CH2:38][CH2:39][CH3:40]. Product: [C:19]([O:16][CH2:15][CH2:14][O:13][CH2:12][CH2:11][N:10]([CH2:8][CH3:9])[CH2:17][CH3:18])(=[O:41])[CH2:20][CH2:21][CH2:22][CH2:23][CH2:24][CH2:25][CH2:26][CH2:27][CH2:28][CH2:29][CH2:30][CH2:31][CH2:32][CH2:33][CH2:34][CH2:35][CH2:36][CH2:37][CH2:38][CH2:39][CH3:40]. The catalyst class is: 4.